From a dataset of Full USPTO retrosynthesis dataset with 1.9M reactions from patents (1976-2016). Predict the reactants needed to synthesize the given product. (1) The reactants are: Cl.Cl.[CH3:3][O:4][C:5]1[CH:10]=[CH:9][C:8]([CH2:11][NH:12][NH2:13])=[CH:7][CH:6]=1.C(O[CH:17]=[C:18]([C:21]#[N:22])[C:19]#[N:20])C.CCN(C(C)C)C(C)C. Given the product [NH2:22][C:21]1[N:12]([CH2:11][C:8]2[CH:9]=[CH:10][C:5]([O:4][CH3:3])=[CH:6][CH:7]=2)[N:13]=[CH:17][C:18]=1[C:19]#[N:20], predict the reactants needed to synthesize it. (2) Given the product [C:31]([O:30][C:28]([NH:27][C:17]1[CH:18]=[CH:19][C:20]([C:22]2[S:23][CH:24]=[CH:25][CH:26]=2)=[CH:21][C:16]=1[NH:15][C:14]([C:11]1[CH:10]=[CH:9][C:8]([CH2:7][P:4]([CH3:6])(=[O:3])[OH:5])=[CH:13][CH:12]=1)=[O:35])=[O:29])([CH3:34])([CH3:32])[CH3:33], predict the reactants needed to synthesize it. The reactants are: C([O:3][P:4]([CH2:7][C:8]1[CH:13]=[CH:12][C:11]([C:14](=[O:35])[NH:15][C:16]2[CH:21]=[C:20]([C:22]3[S:23][CH:24]=[CH:25][CH:26]=3)[CH:19]=[CH:18][C:17]=2[NH:27][C:28]([O:30][C:31]([CH3:34])([CH3:33])[CH3:32])=[O:29])=[CH:10][CH:9]=1)([CH3:6])=[O:5])C.[OH-].[Na+].Cl.